From a dataset of Reaction yield outcomes from USPTO patents with 853,638 reactions. Predict the reaction yield, written as a fraction of the theoretical maximum amount of product (1.0 means a 100% yield; for example, 0.34 means a 34% yield). (1) The reactants are [O-]CC.[Na+].[NH2:5][C:6]1[S:10][C:9]2[CH2:11][CH2:12][CH2:13][CH2:14][C:8]=2[C:7]=1[C:15]([C:17]1[CH:22]=[CH:21][C:20]([CH3:23])=[CH:19][CH:18]=1)=O.[C:24](OCC)(=[O:32])[CH2:25][CH2:26][C:27]([O:29][CH2:30][CH3:31])=[O:28].Cl. The catalyst is C(O)C.O. The product is [OH:32][C:24]1[N:5]=[C:6]2[S:10][C:9]3[CH2:11][CH2:12][CH2:13][CH2:14][C:8]=3[C:7]2=[C:15]([C:17]2[CH:22]=[CH:21][C:20]([CH3:23])=[CH:19][CH:18]=2)[C:25]=1[CH2:26][C:27]([O:29][CH2:30][CH3:31])=[O:28]. The yield is 0.196. (2) The reactants are [Cl:1][C:2]1[NH:6][C:5]2[C:7]([C:17]([O:19][CH3:20])=[O:18])=[CH:8][C:9]([N:11]3[CH2:16][CH2:15][O:14][CH2:13][CH2:12]3)=[CH:10][C:4]=2[N:3]=1.C(=O)([O-])[O-].[K+].[K+].Br[CH2:28][C:29]1[CH:34]=[CH:33][CH:32]=[C:31]([C:35]([F:38])([F:37])[F:36])[C:30]=1[CH3:39].O. The catalyst is CN(C)C=O. The product is [Cl:1][C:2]1[N:3]([CH2:28][C:29]2[CH:34]=[CH:33][CH:32]=[C:31]([C:35]([F:36])([F:37])[F:38])[C:30]=2[CH3:39])[C:4]2[CH:10]=[C:9]([N:11]3[CH2:16][CH2:15][O:14][CH2:13][CH2:12]3)[CH:8]=[C:7]([C:17]([O:19][CH3:20])=[O:18])[C:5]=2[N:6]=1. The yield is 0.830.